From a dataset of Catalyst prediction with 721,799 reactions and 888 catalyst types from USPTO. Predict which catalyst facilitates the given reaction. Reactant: C[C:2](C)([O-:4])C.[Na+].[C:7]([O:17][CH2:18][CH3:19])(=[O:16])[CH2:8][CH2:9][CH2:10][C:11]([O:13][CH2:14][CH3:15])=[O:12].C(OCC)=O. Product: [CH:2]([CH:8]([CH2:9][CH2:10][C:11]([O:13][CH2:14][CH3:15])=[O:12])[C:7]([O:17][CH2:18][CH3:19])=[O:16])=[O:4]. The catalyst class is: 310.